From a dataset of Full USPTO retrosynthesis dataset with 1.9M reactions from patents (1976-2016). Predict the reactants needed to synthesize the given product. (1) Given the product [CH2:12]([O:11][C:4]1[CH:9]=[CH:8][N+:7]([O-:10])=[CH:6][CH:5]=1)[CH3:13], predict the reactants needed to synthesize it. The reactants are: [N+]([C:4]1[CH:9]=[CH:8][N+:7]([O-:10])=[CH:6][CH:5]=1)([O-])=O.[O-:11][CH2:12][CH3:13].[Na+]. (2) Given the product [CH3:10][N:11]([CH3:12])[CH:13]=[C:7]([C:3]1[C:2]([CH3:1])=[CH:6][NH:5][N:4]=1)[C:8]#[N:9], predict the reactants needed to synthesize it. The reactants are: [CH3:1][C:2]1[C:3]([CH2:7][C:8]#[N:9])=[N:4][NH:5][CH:6]=1.[CH3:10][N:11]([CH:13](OC)OC)[CH3:12]. (3) The reactants are: [Cl:1][C:2]1[CH:7]=[CH:6][C:5]([C:8]2[N:9]=[C:10]3[CH:15]=[CH:14][CH:13]=[CH:12][N:11]3[C:16]=2[CH2:17][C:18]2[NH:22][C:21]([C:23]3[CH:28]=CC=CN=3)=[N:20][N:19]=2)=[CH:4][CH:3]=1.Cl[C:30]1C=CC(C2N=C3C=CC=CN3C=2CC(NN)=O)=CC=1.Cl.C(=N)(N)C(C)C. Given the product [Cl:1][C:2]1[CH:3]=[CH:4][C:5]([C:8]2[N:9]=[C:10]3[CH:15]=[CH:14][CH:13]=[CH:12][N:11]3[C:16]=2[CH2:17][C:18]2[NH:22][C:21]([CH:23]([CH3:30])[CH3:28])=[N:20][N:19]=2)=[CH:6][CH:7]=1, predict the reactants needed to synthesize it. (4) Given the product [Cl:1][C:2]1[CH:7]=[CH:6][CH:5]=[CH:4][C:3]=1[N:8]1[C:12]([O:13][C:14]2[C:19]([NH2:20])=[CH:18][CH:17]=[CH:16][N:15]=2)=[CH:11][C:10]([CH3:23])=[N:9]1, predict the reactants needed to synthesize it. The reactants are: [Cl:1][C:2]1[CH:7]=[CH:6][CH:5]=[CH:4][C:3]=1[N:8]1[C:12]([O:13][C:14]2[C:19]([N+:20]([O-])=O)=[CH:18][CH:17]=[CH:16][N:15]=2)=[CH:11][C:10]([CH3:23])=[N:9]1.[Cl-].[NH4+]. (5) Given the product [C:4]([C@@H:6]1[CH2:10][CH2:9][C@H:8]([NH:11][C:12](=[O:18])[O:13][C:14]([CH3:17])([CH3:16])[CH3:15])[CH2:7]1)(=[O:3])[NH2:1], predict the reactants needed to synthesize it. The reactants are: [NH3:1].C[O:3][C:4]([C@@H:6]1[CH2:10][CH2:9][C@H:8]([NH:11][C:12](=[O:18])[O:13][C:14]([CH3:17])([CH3:16])[CH3:15])[CH2:7]1)=O.